From a dataset of Forward reaction prediction with 1.9M reactions from USPTO patents (1976-2016). Predict the product of the given reaction. (1) The product is: [CH3:13][O:14][C:15]1[CH:22]=[C:21]([O:23][CH3:24])[C:20]([C:25]2[N:26]([CH3:34])[C:27]3[C:32]([CH:33]=2)=[CH:31][CH:30]=[CH:29][CH:28]=3)=[CH:19][C:16]=1/[CH:17]=[CH:2]/[C:1]([C:4]1[CH:12]=[CH:11][C:7]([C:8]([OH:10])=[O:9])=[CH:6][CH:5]=1)=[O:3]. Given the reactants [C:1]([C:4]1[CH:12]=[CH:11][C:7]([C:8]([OH:10])=[O:9])=[CH:6][CH:5]=1)(=[O:3])[CH3:2].[CH3:13][O:14][C:15]1[CH:22]=[C:21]([O:23][CH3:24])[C:20]([C:25]2[N:26]([CH3:34])[C:27]3[C:32]([CH:33]=2)=[CH:31][CH:30]=[CH:29][CH:28]=3)=[CH:19][C:16]=1[CH:17]=O, predict the reaction product. (2) Given the reactants Br[CH2:2][C:3]1[CH:4]=[C:5]([CH:8]=[C:9]([N+:11]([O-:13])=[O:12])[CH:10]=1)[C:6]#[N:7].[NH:14]1[CH2:19][CH2:18][O:17][CH2:16][CH2:15]1.C(N(CC)CC)C, predict the reaction product. The product is: [O:17]1[CH2:18][CH2:19][N:14]([CH2:2][C:3]2[CH:4]=[C:5]([CH:8]=[C:9]([N+:11]([O-:13])=[O:12])[CH:10]=2)[C:6]#[N:7])[CH2:15][CH2:16]1.